Task: Predict the product of the given reaction.. Dataset: Forward reaction prediction with 1.9M reactions from USPTO patents (1976-2016) Given the reactants [O:1]1[C:5]2[CH:6]=[CH:7][C:8]([C:10]([C:12]3[CH:20]=[CH:19][C:18]([O:21][CH3:22])=[CH:17][C:13]=3[C:14](O)=[O:15])=O)=[CH:9][C:4]=2[O:3][CH2:2]1.O.[NH2:24][NH2:25], predict the reaction product. The product is: [O:1]1[C:5]2[CH:6]=[CH:7][C:8]([C:10]3[C:12]4[C:13](=[CH:17][C:18]([O:21][CH3:22])=[CH:19][CH:20]=4)[C:14](=[O:15])[NH:25][N:24]=3)=[CH:9][C:4]=2[O:3][CH2:2]1.